This data is from Forward reaction prediction with 1.9M reactions from USPTO patents (1976-2016). The task is: Predict the product of the given reaction. (1) Given the reactants [CH3:1][CH2:2][CH2:3][CH:4]([C:8](N)=[O:9])[CH2:5][CH2:6][CH3:7].C(Cl)(=O)C(Cl)=[O:13].C1C(/C=C/[N+]([O-])=O)=CC(O)=C(O)C=1, predict the reaction product. The product is: [C:8]([OH:9])(=[O:13])[CH:4]([CH2:5][CH2:6][CH3:7])[CH2:3][CH2:2][CH3:1]. (2) Given the reactants [OH:1][CH2:2][C:3]1[CH:27]=[C:6]2[CH2:7][N:8]([C:12]([O:14][CH2:15][C:16]3[CH:21]=[C:20]([C:22]([F:25])([F:24])[F:23])[CH:19]=[C:18]([Cl:26])[CH:17]=3)=[O:13])[CH2:9][CH2:10][CH2:11][N:5]2[N:4]=1, predict the reaction product. The product is: [CH:2]([C:3]1[CH:27]=[C:6]2[CH2:7][N:8]([C:12]([O:14][CH2:15][C:16]3[CH:21]=[C:20]([C:22]([F:23])([F:25])[F:24])[CH:19]=[C:18]([Cl:26])[CH:17]=3)=[O:13])[CH2:9][CH2:10][CH2:11][N:5]2[N:4]=1)=[O:1]. (3) The product is: [CH2:1]([O:8][C:9]1[C:30]([O:31][CH3:32])=[CH:29][C:12]2[C:13]3[N:18]([CH:19]([CH2:21][CH3:22])[CH2:20][C:11]=2[CH:10]=1)[CH:17]=[C:16]([C:23]([O:25][CH2:26][CH3:27])=[O:24])[C:15](=[O:28])[CH:14]=3)[C:2]1[CH:7]=[CH:6][CH:5]=[CH:4][CH:3]=1. Given the reactants [CH2:1]([O:8][C:9]1[C:30]([O:31][CH3:32])=[CH:29][C:12]2[CH:13]3[N:18]([CH:19]([CH2:21][CH3:22])[CH2:20][C:11]=2[CH:10]=1)[CH:17]=[C:16]([C:23]([O:25][CH2:26][CH3:27])=[O:24])[C:15](=[O:28])[CH2:14]3)[C:2]1[CH:7]=[CH:6][CH:5]=[CH:4][CH:3]=1.C1(Cl)C(=O)C(Cl)=C(Cl)C(=O)C=1Cl, predict the reaction product. (4) Given the reactants Br[C:2]1[CH:3]=[C:4]2[C@@:11]3([C:16]([F:18])([F:17])[CH2:15][O:14][C:13]([NH2:19])=[N:12]3)[CH2:10][C:9]([CH3:21])([CH3:20])[O:8][C:5]2=[CH:6][CH:7]=1.[Cl:22][C:23]1[CH:24]=[C:25](B(O)O)[CH:26]=[N:27][CH:28]=1, predict the reaction product. The product is: [Cl:22][C:23]1[CH:24]=[C:25]([C:2]2[CH:3]=[C:4]3[C@@:11]4([C:16]([F:17])([F:18])[CH2:15][O:14][C:13]([NH2:19])=[N:12]4)[CH2:10][C:9]([CH3:21])([CH3:20])[O:8][C:5]3=[CH:6][CH:7]=2)[CH:26]=[N:27][CH:28]=1. (5) Given the reactants [CH:1]1([CH:4]([C:11]2[CH:16]=[CH:15][N:14]=[C:13]([CH2:17][O:18][C:19]3[CH:24]=[CH:23][C:22]([C:25]4[CH:30]=[C:29]([O:31][CH3:32])[CH:28]=[CH:27][C:26]=4[F:33])=[C:21]([CH2:34][C:35]([CH3:38])([CH3:37])[CH3:36])[N:20]=3)[CH:12]=2)[CH2:5][C:6]([O:8]CC)=[O:7])[CH2:3][CH2:2]1.[OH-].[Na+].Cl, predict the reaction product. The product is: [CH:1]1([CH:4]([C:11]2[CH:16]=[CH:15][N:14]=[C:13]([CH2:17][O:18][C:19]3[CH:24]=[CH:23][C:22]([C:25]4[CH:30]=[C:29]([O:31][CH3:32])[CH:28]=[CH:27][C:26]=4[F:33])=[C:21]([CH2:34][C:35]([CH3:38])([CH3:37])[CH3:36])[N:20]=3)[CH:12]=2)[CH2:5][C:6]([OH:8])=[O:7])[CH2:2][CH2:3]1.